This data is from Forward reaction prediction with 1.9M reactions from USPTO patents (1976-2016). The task is: Predict the product of the given reaction. (1) Given the reactants [CH3:1][O:2][C:3]1[CH:26]=[CH:25][CH:24]=[CH:23][C:4]=1[C:5]([N:7]1[CH2:12][CH2:11][C:10]2([CH2:21][C:20](=[O:22])[C:19]3[C:14](=[CH:15][CH:16]=[CH:17][CH:18]=3)[O:13]2)[CH2:9][CH2:8]1)=[O:6].[BH4-].[Na+], predict the reaction product. The product is: [OH:22][CH:20]1[C:19]2[C:14](=[CH:15][CH:16]=[CH:17][CH:18]=2)[O:13][C:10]2([CH2:11][CH2:12][N:7]([C:5]([C:4]3[CH:23]=[CH:24][CH:25]=[CH:26][C:3]=3[O:2][CH3:1])=[O:6])[CH2:8][CH2:9]2)[CH2:21]1. (2) Given the reactants [CH3:1][C:2]1[C:3]([CH:8]=O)=[N:4][CH:5]=[CH:6][CH:7]=1.[C:10]([O:14][C:15](=[O:22])[NH:16][CH2:17][CH2:18][CH2:19][CH2:20][NH2:21])([CH3:13])([CH3:12])[CH3:11].[BH4-].[Na+], predict the reaction product. The product is: [C:10]([O:14][C:15](=[O:22])[NH:16][CH2:17][CH2:18][CH2:19][CH2:20][NH:21][CH2:8][C:3]1[C:2]([CH3:1])=[CH:7][CH:6]=[CH:5][N:4]=1)([CH3:13])([CH3:11])[CH3:12]. (3) Given the reactants [CH2:1]([N:8]([CH2:15][C:16]1[CH:21]=[CH:20][CH:19]=[C:18]([BH2:22])[CH:17]=1)[CH2:9][CH2:10][CH2:11]N(C)C)[C:2]1[CH:7]=[CH:6][CH:5]=[CH:4][CH:3]=1.[CH2:23]([NH:30][CH2:31]CCN(C)C)C1C=CC=CC=1, predict the reaction product. The product is: [CH2:1]([N:8]([CH2:15][C:16]1[CH:21]=[CH:20][CH:19]=[C:18]([BH2:22])[CH:17]=1)[CH2:9][CH:10]([N:30]([CH3:31])[CH3:23])[CH3:11])[C:2]1[CH:3]=[CH:4][CH:5]=[CH:6][CH:7]=1.